This data is from NCI-60 drug combinations with 297,098 pairs across 59 cell lines. The task is: Regression. Given two drug SMILES strings and cell line genomic features, predict the synergy score measuring deviation from expected non-interaction effect. (1) Drug 1: CN1CCC(CC1)COC2=C(C=C3C(=C2)N=CN=C3NC4=C(C=C(C=C4)Br)F)OC. Drug 2: CC1=C(C=C(C=C1)NC2=NC=CC(=N2)N(C)C3=CC4=NN(C(=C4C=C3)C)C)S(=O)(=O)N.Cl. Cell line: HS 578T. Synergy scores: CSS=4.36, Synergy_ZIP=4.37, Synergy_Bliss=13.6, Synergy_Loewe=6.54, Synergy_HSA=6.74. (2) Drug 1: C1=NC2=C(N=C(N=C2N1C3C(C(C(O3)CO)O)O)F)N. Drug 2: CC(C)NC(=O)C1=CC=C(C=C1)CNNC.Cl. Cell line: M14. Synergy scores: CSS=8.20, Synergy_ZIP=3.68, Synergy_Bliss=6.29, Synergy_Loewe=5.21, Synergy_HSA=3.85. (3) Drug 1: CC1=C2C(C(=O)C3(C(CC4C(C3C(C(C2(C)C)(CC1OC(=O)C(C(C5=CC=CC=C5)NC(=O)OC(C)(C)C)O)O)OC(=O)C6=CC=CC=C6)(CO4)OC(=O)C)OC)C)OC. Drug 2: CCN(CC)CCNC(=O)C1=C(NC(=C1C)C=C2C3=C(C=CC(=C3)F)NC2=O)C. Cell line: MOLT-4. Synergy scores: CSS=51.2, Synergy_ZIP=-2.17, Synergy_Bliss=-5.80, Synergy_Loewe=-16.5, Synergy_HSA=-4.99. (4) Drug 1: C1CC(=O)NC(=O)C1N2CC3=C(C2=O)C=CC=C3N. Drug 2: CCC1(CC2CC(C3=C(CCN(C2)C1)C4=CC=CC=C4N3)(C5=C(C=C6C(=C5)C78CCN9C7C(C=CC9)(C(C(C8N6C)(C(=O)OC)O)OC(=O)C)CC)OC)C(=O)OC)O.OS(=O)(=O)O. Cell line: 786-0. Synergy scores: CSS=9.97, Synergy_ZIP=-9.80, Synergy_Bliss=-15.2, Synergy_Loewe=-14.6, Synergy_HSA=-14.6. (5) Drug 1: C1CN1C2=NC(=NC(=N2)N3CC3)N4CC4. Drug 2: CC1CCCC2(C(O2)CC(NC(=O)CC(C(C(=O)C(C1O)C)(C)C)O)C(=CC3=CSC(=N3)C)C)C. Cell line: DU-145. Synergy scores: CSS=63.0, Synergy_ZIP=-2.28, Synergy_Bliss=-4.05, Synergy_Loewe=-6.60, Synergy_HSA=-1.06. (6) Drug 1: CC1=C(N=C(N=C1N)C(CC(=O)N)NCC(C(=O)N)N)C(=O)NC(C(C2=CN=CN2)OC3C(C(C(C(O3)CO)O)O)OC4C(C(C(C(O4)CO)O)OC(=O)N)O)C(=O)NC(C)C(C(C)C(=O)NC(C(C)O)C(=O)NCCC5=NC(=CS5)C6=NC(=CS6)C(=O)NCCC[S+](C)C)O. Drug 2: CCCCC(=O)OCC(=O)C1(CC(C2=C(C1)C(=C3C(=C2O)C(=O)C4=C(C3=O)C=CC=C4OC)O)OC5CC(C(C(O5)C)O)NC(=O)C(F)(F)F)O. Cell line: RXF 393. Synergy scores: CSS=40.3, Synergy_ZIP=-1.08, Synergy_Bliss=-1.90, Synergy_Loewe=-1.58, Synergy_HSA=1.02. (7) Drug 1: CC1=CC2C(CCC3(C2CCC3(C(=O)C)OC(=O)C)C)C4(C1=CC(=O)CC4)C. Drug 2: CC1=C2C(C(=O)C3(C(CC4C(C3C(C(C2(C)C)(CC1OC(=O)C(C(C5=CC=CC=C5)NC(=O)C6=CC=CC=C6)O)O)OC(=O)C7=CC=CC=C7)(CO4)OC(=O)C)O)C)OC(=O)C. Cell line: SNB-75. Synergy scores: CSS=22.7, Synergy_ZIP=0.214, Synergy_Bliss=2.98, Synergy_Loewe=-20.3, Synergy_HSA=-2.02. (8) Drug 1: CC1=C(C=C(C=C1)NC(=O)C2=CC=C(C=C2)CN3CCN(CC3)C)NC4=NC=CC(=N4)C5=CN=CC=C5. Drug 2: COCCOC1=C(C=C2C(=C1)C(=NC=N2)NC3=CC=CC(=C3)C#C)OCCOC.Cl. Cell line: 786-0. Synergy scores: CSS=16.6, Synergy_ZIP=-2.78, Synergy_Bliss=2.46, Synergy_Loewe=3.73, Synergy_HSA=3.76. (9) Drug 1: CCN(CC)CCCC(C)NC1=C2C=C(C=CC2=NC3=C1C=CC(=C3)Cl)OC. Drug 2: CC1C(C(CC(O1)OC2CC(CC3=C2C(=C4C(=C3O)C(=O)C5=CC=CC=C5C4=O)O)(C(=O)C)O)N)O. Cell line: UACC-257. Synergy scores: CSS=47.5, Synergy_ZIP=-0.801, Synergy_Bliss=1.17, Synergy_Loewe=-21.5, Synergy_HSA=1.99. (10) Drug 1: CC1CC2C3CCC4=CC(=O)C=CC4(C3(C(CC2(C1(C(=O)CO)O)C)O)F)C. Drug 2: CC1CCC2CC(C(=CC=CC=CC(CC(C(=O)C(C(C(=CC(C(=O)CC(OC(=O)C3CCCCN3C(=O)C(=O)C1(O2)O)C(C)CC4CCC(C(C4)OC)OP(=O)(C)C)C)C)O)OC)C)C)C)OC. Cell line: T-47D. Synergy scores: CSS=17.9, Synergy_ZIP=4.98, Synergy_Bliss=6.04, Synergy_Loewe=-16.5, Synergy_HSA=4.19.